This data is from Forward reaction prediction with 1.9M reactions from USPTO patents (1976-2016). The task is: Predict the product of the given reaction. (1) The product is: [CH3:1][C:2]1[C:3]([CH:22]([OH:34])[C:23]2[NH:24][C:25]3[CH:31]=[C:30]([C:32]#[N:33])[CH:29]=[CH:28][C:26]=3[N:27]=2)=[C:4]2[C:8](=[C:9]([CH3:11])[CH:10]=1)[NH:7][CH:6]=[CH:5]2. Given the reactants [CH3:1][C:2]1[C:3]([CH:22]([OH:34])[C:23]2[NH:27][C:26]3[CH:28]=[CH:29][C:30]([C:32]#[N:33])=[CH:31][C:25]=3[N:24]=2)=[C:4]2[C:8](=[C:9]([CH3:11])[CH:10]=1)[N:7](S(C1C=CC(C)=CC=1)(=O)=O)[CH:6]=[CH:5]2.[OH-].[K+].C(N)CC(C)C, predict the reaction product. (2) Given the reactants Cl[C:2]1[N:7]=[C:6]([NH:8][C:9]2[CH:14]=[CH:13][C:12]([S:15]([NH:18][CH3:19])(=[O:17])=[O:16])=[CH:11][CH:10]=2)[CH:5]=[C:4]([N:20]2[CH2:24][CH2:23][CH2:22][CH2:21]2)[CH:3]=1.C(=O)([O-])[O-].[Na+].[Na+].[F:31][C:32]([F:44])([F:43])[O:33][C:34]1[CH:39]=[CH:38][C:37](B(O)O)=[CH:36][CH:35]=1.O, predict the reaction product. The product is: [CH3:19][NH:18][S:15]([C:12]1[CH:13]=[CH:14][C:9]([NH:8][C:6]2[CH:5]=[C:4]([N:20]3[CH2:24][CH2:23][CH2:22][CH2:21]3)[CH:3]=[C:2]([C:37]3[CH:36]=[CH:35][C:34]([O:33][C:32]([F:31])([F:43])[F:44])=[CH:39][CH:38]=3)[N:7]=2)=[CH:10][CH:11]=1)(=[O:17])=[O:16]. (3) Given the reactants C(Cl)CCl.[CH:5]1[CH:6]=[CH:7][C:8]2[N:13](O)N=[N:11][C:9]=2[CH:10]=1.[C:15]([C:19]1[CH:20]=[CH:21][C:22]([O:36][CH3:37])=[C:23]([CH:35]=1)[C:24]([NH:26][C:27]1[C:28]([C:32](O)=[O:33])=[N:29][NH:30][CH:31]=1)=[O:25])([CH3:18])([CH3:17])[CH3:16].C1(N)C(N)=CC=CC=1, predict the reaction product. The product is: [NH2:13][C:8]1[CH:7]=[CH:6][CH:5]=[CH:10][C:9]=1[NH:11][C:32]([C:28]1[C:27]([NH:26][C:24](=[O:25])[C:23]2[CH:35]=[C:19]([C:15]([CH3:16])([CH3:17])[CH3:18])[CH:20]=[CH:21][C:22]=2[O:36][CH3:37])=[CH:31][NH:30][N:29]=1)=[O:33]. (4) Given the reactants Cl[C:2]1[C:11]([C:12]2[CH:17]=[CH:16][CH:15]=[CH:14][CH:13]=2)=[N:10][C:9]2[C:8]([C:18]([O:20][CH3:21])=[O:19])=[C:7]([O:22][CH3:23])[CH:6]=[CH:5][C:4]=2[N:3]=1.C([Sn](CCCC)(CCCC)[C:29]1[S:30][CH:31]=[CH:32][N:33]=1)CCC, predict the reaction product. The product is: [CH3:23][O:22][C:7]1[CH:6]=[CH:5][C:4]2[N:3]=[C:2]([C:29]3[S:30][CH:31]=[CH:32][N:33]=3)[C:11]([C:12]3[CH:17]=[CH:16][CH:15]=[CH:14][CH:13]=3)=[N:10][C:9]=2[C:8]=1[C:18]([O:20][CH3:21])=[O:19]. (5) Given the reactants [C:1]([C@@:5]([CH2:13][CH2:14][CH2:15][CH3:16])([CH2:9][C:10]([OH:12])=[O:11])[C:6]([OH:8])=[O:7])([CH3:4])([CH3:3])[CH3:2].[C:17](Cl)(=O)CCCCC.BrCC(OC)=O.[Li+].CC([N-]C(C)C)C, predict the reaction product. The product is: [C:1]([C@@:5]([CH2:13][CH2:14][CH2:15][CH3:16])([CH:9]([CH3:17])[C:10]([OH:12])=[O:11])[C:6]([OH:8])=[O:7])([CH3:4])([CH3:3])[CH3:2].